This data is from Reaction yield outcomes from USPTO patents with 853,638 reactions. The task is: Predict the reaction yield, written as a fraction of the theoretical maximum amount of product (1.0 means a 100% yield; for example, 0.34 means a 34% yield). (1) The reactants are [CH2:1]([O:4][CH2:5][CH2:6][O:7][CH2:8][CH:9]=[CH2:10])[CH:2]=[CH2:3].[Cl:11][SiH:12]([Cl:14])[Cl:13]. The yield is 0.700. The catalyst is O.Cl.Cl.Cl[Pt](Cl)(Cl)Cl. The product is [Cl:11][Si:12]([Cl:14])([Cl:13])[CH2:3][CH2:2][CH2:1][O:4][CH2:5][CH2:6][O:7][CH2:8][CH2:9][CH2:10][Si:12]([Cl:14])([Cl:13])[Cl:11]. (2) The reactants are [F:1][C:2]1[CH:7]=[CH:6][C:5]([N:8]2[C:13]([CH3:14])=[CH:12][CH:11]=[C:10]([C:15]#[N:16])[C:9]2=[O:17])=[CH:4][CH:3]=1.O1CCCC1.[Br:23]N1C(=O)CCC1=O.C(=O)([O-])O.[Na+]. The catalyst is C(#N)C.C(OCC)(=O)C. The product is [Br:23][C:12]1[CH:11]=[C:10]([C:15]#[N:16])[C:9](=[O:17])[N:8]([C:5]2[CH:6]=[CH:7][C:2]([F:1])=[CH:3][CH:4]=2)[C:13]=1[CH3:14]. The yield is 0.860. (3) The reactants are Cl[C:2]1[N:7]=[C:6]([Cl:8])[CH:5]=[CH:4][N:3]=1.[N+:9]([C:12]1[CH:17]=[CH:16][C:15]([OH:18])=[CH:14][CH:13]=1)([O-:11])=[O:10].C(=O)([O-])[O-].[K+].[K+]. The catalyst is CN(C)C=O.CCCCCC.C(OCC)(=O)C.O. The product is [Cl:8][C:6]1[CH:5]=[C:4]([O:18][C:15]2[CH:16]=[CH:17][C:12]([N+:9]([O-:11])=[O:10])=[CH:13][CH:14]=2)[N:3]=[CH:2][N:7]=1. The yield is 0.770.